From a dataset of Peptide-MHC class I binding affinity with 185,985 pairs from IEDB/IMGT. Regression. Given a peptide amino acid sequence and an MHC pseudo amino acid sequence, predict their binding affinity value. This is MHC class I binding data. (1) The peptide sequence is ASSWAPTQK. The MHC is HLA-B08:01 with pseudo-sequence HLA-B08:01. The binding affinity (normalized) is 0.0847. (2) The peptide sequence is ATLNTLITL. The MHC is HLA-A02:03 with pseudo-sequence HLA-A02:03. The binding affinity (normalized) is 0.412. (3) The peptide sequence is AKATGRYNL. The MHC is HLA-A01:01 with pseudo-sequence HLA-A01:01. The binding affinity (normalized) is 0.0847. (4) The peptide sequence is GLLFRRLTSR. The MHC is HLA-A31:01 with pseudo-sequence HLA-A31:01. The binding affinity (normalized) is 0. (5) The peptide sequence is SSGDATTAY. The MHC is HLA-A30:02 with pseudo-sequence HLA-A30:02. The binding affinity (normalized) is 0.307. (6) The peptide sequence is RPPGCTFPA. The MHC is HLA-B08:01 with pseudo-sequence HLA-B08:01. The binding affinity (normalized) is 0.0847.